From a dataset of Full USPTO retrosynthesis dataset with 1.9M reactions from patents (1976-2016). Predict the reactants needed to synthesize the given product. Given the product [F:1][C:2]1[CH:15]=[C:14]([F:16])[C:13]([C:17]2[CH:22]=[CH:21][N:20]=[C:19]3[N:23]([S:32]([C:35]4[CH:41]=[CH:40][C:38]([CH3:39])=[CH:37][CH:36]=4)(=[O:33])=[O:34])[C:24]([C:26]4[CH2:27][CH2:28][N:29]([S:43]([CH3:42])(=[O:45])=[O:44])[CH2:30][CH:31]=4)=[CH:25][C:18]=23)=[CH:12][C:3]=1[NH:4][CH2:5][CH:6]1[CH2:7][CH2:8][O:9][CH2:10][CH2:11]1, predict the reactants needed to synthesize it. The reactants are: [F:1][C:2]1[CH:15]=[C:14]([F:16])[C:13]([C:17]2[CH:22]=[CH:21][N:20]=[C:19]3[N:23]([S:32]([C:35]4[CH:41]=[CH:40][C:38]([CH3:39])=[CH:37][CH:36]=4)(=[O:34])=[O:33])[C:24]([C:26]4[CH2:27][CH2:28][NH:29][CH2:30][CH:31]=4)=[CH:25][C:18]=23)=[CH:12][C:3]=1[NH:4][CH2:5][CH:6]1[CH2:11][CH2:10][O:9][CH2:8][CH2:7]1.[CH3:42][S:43](Cl)(=[O:45])=[O:44].